From a dataset of Reaction yield outcomes from USPTO patents with 853,638 reactions. Predict the reaction yield, written as a fraction of the theoretical maximum amount of product (1.0 means a 100% yield; for example, 0.34 means a 34% yield). The reactants are CC([CH:5]1[CH2:10][N:9]([CH:11]2[CH2:16][CH2:15][N:14]([C:17]3[CH:22]=[CH:21][C:20]([N+:23]([O-:25])=[O:24])=[C:19]([O:26][CH2:27][C:28]([F:31])([F:30])[F:29])[CH:18]=3)[CH2:13][CH2:12]2)[CH2:8][CH2:7][N:6]1C([O-])=O)(C)C.C(O)(C(F)(F)F)=O. The catalyst is C(Cl)Cl. The product is [N+:23]([C:20]1[CH:21]=[CH:22][C:17]([N:14]2[CH2:13][CH2:12][CH:11]([N:9]3[CH2:8][CH2:7][NH:6][CH2:5][CH2:10]3)[CH2:16][CH2:15]2)=[CH:18][C:19]=1[O:26][CH2:27][C:28]([F:31])([F:30])[F:29])([O-:25])=[O:24]. The yield is 0.820.